This data is from Full USPTO retrosynthesis dataset with 1.9M reactions from patents (1976-2016). The task is: Predict the reactants needed to synthesize the given product. (1) Given the product [F:49][C:44]1[CH:45]=[CH:46][CH:47]=[CH:48][C:43]=1[C:3]1[N:4]2[C:9]([CH:8]=[CH:7][CH:6]=[CH:5]2)=[CH:1][C:2]=1[C:10]([O:12][CH2:13][CH3:14])=[O:11], predict the reactants needed to synthesize it. The reactants are: [CH:1]1[C:2]([C:10]([O:12][CH2:13][CH3:14])=[O:11])=[CH:3][N:4]2[C:9]=1[CH:8]=[CH:7][CH:6]=[CH:5]2.F[B-](F)(F)F.C1(P(C2CCCC2)C2CCCC2)CCCC1.C([O-])([O-])=O.[Cs+].[Cs+].Cl[C:43]1[CH:48]=[CH:47][CH:46]=[CH:45][C:44]=1[F:49]. (2) Given the product [Cl:1][C:2]1[NH:11][C:10](=[O:18])[C:9]2[C:4](=[CH:5][CH:6]=[C:7]([CH3:13])[CH:8]=2)[N:3]=1, predict the reactants needed to synthesize it. The reactants are: [Cl:1][C:2]1[N:11]=[C:10](Cl)[C:9]2[C:4](=[CH:5][CH:6]=[C:7]([CH3:13])[CH:8]=2)[N:3]=1.[OH-].[Na+].C(O)(=[O:18])C.